From a dataset of Full USPTO retrosynthesis dataset with 1.9M reactions from patents (1976-2016). Predict the reactants needed to synthesize the given product. (1) Given the product [F:18][C:15]([F:16])([F:17])[C:10]1[CH:11]=[C:12]2[C:7](=[CH:8][CH:9]=1)[CH2:6][NH:5][CH2:14][CH2:13]2, predict the reactants needed to synthesize it. The reactants are: FC(F)(F)C([N:5]1[CH2:14][CH2:13][C:12]2[C:7](=[CH:8][CH:9]=[C:10]([C:15]([F:18])([F:17])[F:16])[CH:11]=2)[CH2:6]1)=O.[OH-].[Na+]. (2) The reactants are: [F:1][C:2]1[C:3]([O:12][C:13]2[CH:18]=[C:17]([C:19](=O)[NH:20]C(C)(C)C)[CH:16]=[C:15]([C:26](=O)[NH:27]C(C)(C)C)[CH:14]=2)=[C:4]([N+:9]([O-:11])=[O:10])[CH:5]=[CH:6][C:7]=1[F:8].P(Cl)(Cl)(Cl)=O. Given the product [F:1][C:2]1[C:3]([O:12][C:13]2[CH:18]=[C:17]([C:19]#[N:20])[CH:16]=[C:15]([C:26]#[N:27])[CH:14]=2)=[C:4]([N+:9]([O-:11])=[O:10])[CH:5]=[CH:6][C:7]=1[F:8], predict the reactants needed to synthesize it. (3) Given the product [CH2:1]([O:3][C:4]([C:6]1[C:15]([Cl:16])=[CH:14][C:13]2[C:8](=[C:9]([CH:17]=[O:21])[CH:10]=[CH:11][CH:12]=2)[CH:7]=1)=[O:5])[CH3:2], predict the reactants needed to synthesize it. The reactants are: [CH2:1]([O:3][C:4]([C:6]1[C:15]([Cl:16])=[CH:14][C:13]2[C:8](=[C:9]([C:17]#N)[CH:10]=[CH:11][CH:12]=2)[CH:7]=1)=[O:5])[CH3:2].CC(O)=[O:21].O. (4) Given the product [CH2:1]([O:8][C:9]1[CH:14]=[N:13][NH:12][C:11](=[O:21])[CH:10]=1)[C:2]1[CH:7]=[CH:6][CH:5]=[CH:4][CH:3]=1, predict the reactants needed to synthesize it. The reactants are: [CH2:1]([O:8][C:9]1[CH:14]=[N:13][N:12](C2CCCCO2)[C:11](=[O:21])[CH:10]=1)[C:2]1[CH:7]=[CH:6][CH:5]=[CH:4][CH:3]=1.Cl. (5) Given the product [Cl:27][C:28]1[CH:33]=[CH:32][C:31]([C:34]2[CH:39]=[CH:38][CH:37]=[CH:36][C:35]=2[CH2:40][I:20])=[CH:30][CH:29]=1, predict the reactants needed to synthesize it. The reactants are: C1(P(C2C=CC=CC=2)C2C=CC=CC=2)C=CC=CC=1.[I:20]I.N1C=CN=C1.[Cl:27][C:28]1[CH:33]=[CH:32][C:31]([C:34]2[CH:39]=[CH:38][CH:37]=[CH:36][C:35]=2[CH2:40]O)=[CH:30][CH:29]=1.